Dataset: NCI-60 drug combinations with 297,098 pairs across 59 cell lines. Task: Regression. Given two drug SMILES strings and cell line genomic features, predict the synergy score measuring deviation from expected non-interaction effect. (1) Drug 1: CC(CN1CC(=O)NC(=O)C1)N2CC(=O)NC(=O)C2. Drug 2: CNC(=O)C1=NC=CC(=C1)OC2=CC=C(C=C2)NC(=O)NC3=CC(=C(C=C3)Cl)C(F)(F)F. Cell line: DU-145. Synergy scores: CSS=21.5, Synergy_ZIP=-0.904, Synergy_Bliss=0.573, Synergy_Loewe=-6.25, Synergy_HSA=2.66. (2) Drug 1: C1=NC2=C(N1)C(=S)N=CN2. Drug 2: C1C(C(OC1N2C=NC(=NC2=O)N)CO)O. Cell line: SK-MEL-28. Synergy scores: CSS=1.60, Synergy_ZIP=0.230, Synergy_Bliss=-0.0338, Synergy_Loewe=-3.78, Synergy_HSA=-3.66. (3) Drug 1: CC1=C(C(=CC=C1)Cl)NC(=O)C2=CN=C(S2)NC3=CC(=NC(=N3)C)N4CCN(CC4)CCO. Drug 2: CC1C(C(CC(O1)OC2CC(CC3=C2C(=C4C(=C3O)C(=O)C5=CC=CC=C5C4=O)O)(C(=O)C)O)N)O. Cell line: DU-145. Synergy scores: CSS=45.9, Synergy_ZIP=3.89, Synergy_Bliss=6.81, Synergy_Loewe=-4.21, Synergy_HSA=6.15. (4) Drug 1: CC1=C(C(=CC=C1)Cl)NC(=O)C2=CN=C(S2)NC3=CC(=NC(=N3)C)N4CCN(CC4)CCO. Drug 2: CC(C)CN1C=NC2=C1C3=CC=CC=C3N=C2N. Cell line: MDA-MB-435. Synergy scores: CSS=-4.64, Synergy_ZIP=6.49, Synergy_Bliss=7.68, Synergy_Loewe=3.30, Synergy_HSA=0.580. (5) Drug 1: CC(CN1CC(=O)NC(=O)C1)N2CC(=O)NC(=O)C2. Drug 2: CC(C)CN1C=NC2=C1C3=CC=CC=C3N=C2N. Cell line: SF-295. Synergy scores: CSS=27.2, Synergy_ZIP=-8.58, Synergy_Bliss=-1.84, Synergy_Loewe=-0.780, Synergy_HSA=-1.06. (6) Drug 1: CC1=C2C(C(=O)C3(C(CC4C(C3C(C(C2(C)C)(CC1OC(=O)C(C(C5=CC=CC=C5)NC(=O)OC(C)(C)C)O)O)OC(=O)C6=CC=CC=C6)(CO4)OC(=O)C)O)C)O. Drug 2: CCC1=C2CN3C(=CC4=C(C3=O)COC(=O)C4(CC)O)C2=NC5=C1C=C(C=C5)O. Cell line: COLO 205. Synergy scores: CSS=39.7, Synergy_ZIP=0.0869, Synergy_Bliss=1.76, Synergy_Loewe=-32.9, Synergy_HSA=1.36.